This data is from Full USPTO retrosynthesis dataset with 1.9M reactions from patents (1976-2016). The task is: Predict the reactants needed to synthesize the given product. (1) Given the product [Cl:8][C:3]1[CH:4]=[CH:5][CH:6]=[CH:7][C:2]=1[C:15]([C@@H:16]1[CH2:30][CH2:29][C:28](=[O:31])[N:17]1[CH2:18][CH2:19][NH:20][C:21](=[O:22])[O:23][C:24]([CH3:26])([CH3:25])[CH3:27])=[O:14], predict the reactants needed to synthesize it. The reactants are: Br[C:2]1[CH:7]=[CH:6][CH:5]=[CH:4][C:3]=1[Cl:8].[Li]CCCC.[O:14]=[C:15]1[N:20]([C:21]([O:23][C:24]([CH3:27])([CH3:26])[CH3:25])=[O:22])[CH2:19][CH2:18][N:17]2[C:28](=[O:31])[CH2:29][CH2:30][C@@H:16]12. (2) Given the product [CH3:35][N:2]([CH3:1])[C:3]1[S:4][C@H:5]2[O:11][C@H:10]([C@@H:12]([OH:14])[CH3:13])[C@@H:9]([O:15][CH2:16][C:17]3[CH:18]=[CH:19][C:20]([O:23][CH3:24])=[CH:21][CH:22]=3)[C@H:8]([O:25][CH2:26][C:27]3[CH:32]=[CH:31][C:30]([O:33][CH3:34])=[CH:29][CH:28]=3)[C@H:6]2[N:7]=1, predict the reactants needed to synthesize it. The reactants are: [CH3:1][N:2]([CH3:35])[C:3]1[S:4][C@H:5]2[O:11][C@H:10]([C:12](=[O:14])[CH3:13])[C@@H:9]([O:15][CH2:16][C:17]3[CH:22]=[CH:21][C:20]([O:23][CH3:24])=[CH:19][CH:18]=3)[C@H:8]([O:25][CH2:26][C:27]3[CH:32]=[CH:31][C:30]([O:33][CH3:34])=[CH:29][CH:28]=3)[C@H:6]2[N:7]=1.C(N(S(F)(F)F)CC)C.C(O)C. (3) The reactants are: C[Al](C)C.C1(C)C=CC=CC=1.[CH3:12][N:13]([CH3:17])[CH2:14][CH2:15][NH2:16].C([O:20][C:21]([C:23]1[N:24]=[C:25]2[CH:30]=[CH:29][C:28]([C:31]3[C:35]([C:36]4[CH:41]=[CH:40][CH:39]=[C:38]([CH3:42])[N:37]=4)=[N:34][N:33]4[CH2:43][CH2:44][CH2:45][C:32]=34)=[CH:27][N:26]2[CH:46]=1)=O)C. Given the product [CH3:12][N:13]([CH3:17])[CH2:14][CH2:15][NH:16][C:21]([C:23]1[N:24]=[C:25]2[CH:30]=[CH:29][C:28]([C:31]3[C:35]([C:36]4[CH:41]=[CH:40][CH:39]=[C:38]([CH3:42])[N:37]=4)=[N:34][N:33]4[CH2:43][CH2:44][CH2:45][C:32]=34)=[CH:27][N:26]2[CH:46]=1)=[O:20], predict the reactants needed to synthesize it. (4) Given the product [C:1]([C:5]1[CH:12]=[CH:11][CH:10]=[C:7]([CH:8]=[N:19][C:18]2[CH:20]=[CH:21][C:15]([I:14])=[CH:16][CH:17]=2)[C:6]=1[OH:13])([CH3:4])([CH3:3])[CH3:2], predict the reactants needed to synthesize it. The reactants are: [C:1]([C:5]1[CH:12]=[CH:11][CH:10]=[C:7]([CH:8]=O)[C:6]=1[OH:13])([CH3:4])([CH3:3])[CH3:2].[I:14][C:15]1[CH:21]=[CH:20][C:18]([NH2:19])=[CH:17][CH:16]=1.C1(C)C=CC(S(O)(=O)=O)=CC=1.C(=O)([O-])O.[Na+]. (5) Given the product [CH:28]1([C:32]2[C:39]([CH:40]3[CH2:41][CH2:42]3)=[CH:38][C:35]([CH2:36][N:17]3[CH2:18][C:15]4([CH2:26][C:12]([N:9]5[CH2:8][CH2:7][C:6]([CH3:27])([C:4]([O:3][CH2:1][CH3:2])=[O:5])[CH2:11][CH2:10]5)=[N:13][O:14]4)[CH2:16]3)=[C:34]([O:43][CH3:44])[CH:33]=2)[CH2:29][CH2:30][CH2:31]1, predict the reactants needed to synthesize it. The reactants are: [CH2:1]([O:3][C:4]([C:6]1([CH3:27])[CH2:11][CH2:10][N:9]([C:12]2[CH2:26][C:15]3([CH2:18][N:17](C(OC(C)(C)C)=O)[CH2:16]3)[O:14][N:13]=2)[CH2:8][CH2:7]1)=[O:5])[CH3:2].[CH:28]1([C:32]2[C:39]([CH:40]3[CH2:42][CH2:41]3)=[CH:38][C:35]([CH:36]=O)=[C:34]([O:43][CH3:44])[CH:33]=2)[CH2:31][CH2:30][CH2:29]1. (6) Given the product [CH2:1]([O:3][C:4](=[O:16])[CH2:5][CH2:6][C:7]1[CH:8]=[C:9]([CH:13]=[CH:14][CH:15]=1)[C:10]([OH:12])=[O:11])[CH3:2], predict the reactants needed to synthesize it. The reactants are: [CH2:1]([O:3][C:4](=[O:16])/[CH:5]=[CH:6]/[C:7]1[CH:8]=[C:9]([CH:13]=[CH:14][CH:15]=1)[C:10]([OH:12])=[O:11])[CH3:2].